This data is from Peptide-MHC class II binding affinity with 134,281 pairs from IEDB. The task is: Regression. Given a peptide amino acid sequence and an MHC pseudo amino acid sequence, predict their binding affinity value. This is MHC class II binding data. (1) The peptide sequence is AFILDGDNLFPWV. The MHC is DRB1_0401 with pseudo-sequence DRB1_0401. The binding affinity (normalized) is 0.639. (2) The MHC is DRB1_1302 with pseudo-sequence DRB1_1302. The peptide sequence is ALLKNYGLLYCFRKD. The binding affinity (normalized) is 0.787.